From a dataset of Full USPTO retrosynthesis dataset with 1.9M reactions from patents (1976-2016). Predict the reactants needed to synthesize the given product. Given the product [CH2:14]([CH:13]([NH:12][C:9]1[CH:8]=[C:7]([CH3:18])[N:6]=[C:5]([O:4][C:3]2[C:19]([CH3:24])=[CH:20][C:21]([CH3:23])=[CH:22][C:2]=2[CH3:1])[C:10]=1[NH:11][C:25](=[O:27])[CH3:26])[CH2:16][CH3:17])[CH3:15], predict the reactants needed to synthesize it. The reactants are: [CH3:1][C:2]1[CH:22]=[C:21]([CH3:23])[CH:20]=[C:19]([CH3:24])[C:3]=1[O:4][C:5]1[C:10]([NH2:11])=[C:9]([NH:12][CH:13]([CH2:16][CH3:17])[CH2:14][CH3:15])[CH:8]=[C:7]([CH3:18])[N:6]=1.[C:25](OC(=O)C)(=[O:27])[CH3:26].C(N(CC)CC)C.